Dataset: Full USPTO retrosynthesis dataset with 1.9M reactions from patents (1976-2016). Task: Predict the reactants needed to synthesize the given product. (1) Given the product [OH:8][C@H:9]1[C@@H:13]2[O:14][CH2:15][C@@:10]1([CH2:25][OH:26])[O:11][C@H:12]2[N:16]1[CH:24]=[C:22]([CH3:23])[C:20](=[O:21])[NH:19][C:17]1=[O:18], predict the reactants needed to synthesize it. The reactants are: C([O:8][C@H:9]1[C@@H:13]2[O:14][CH2:15][C@@:10]1([CH2:25][OH:26])[O:11][C@H:12]2[N:16]1[CH:24]=[C:22]([CH3:23])[C:20](=[O:21])[NH:19][C:17]1=[O:18])C1C=CC=CC=1.C([O-])=O.[Na+]. (2) The reactants are: I.CS[C:4]([C:6]1[S:7][C:8]2[C:14]([N:15]3[CH2:20][CH2:19][O:18][CH2:17][CH2:16]3)=[CH:13][CH:12]=[C:11]([O:21][CH3:22])[C:9]=2[N:10]=1)=[NH:5].[CH2:23]([N:30]1[CH2:35][CH2:34][C:33](OCC)(OCC)[CH:32]([NH2:42])[CH2:31]1)[C:24]1[CH:29]=[CH:28][CH:27]=[CH:26][CH:25]=1.B(F)(F)F.CCOCC. Given the product [CH2:23]([N:30]1[CH2:35][CH2:34][C:33]2[N:5]=[C:4]([C:6]3[S:7][C:8]4[C:14]([N:15]5[CH2:20][CH2:19][O:18][CH2:17][CH2:16]5)=[CH:13][CH:12]=[C:11]([O:21][CH3:22])[C:9]=4[N:10]=3)[NH:42][C:32]=2[CH2:31]1)[C:24]1[CH:25]=[CH:26][CH:27]=[CH:28][CH:29]=1, predict the reactants needed to synthesize it. (3) The reactants are: [Br:1][C:2]1[N:7]=[C:6]([C:8](OCC)=[O:9])[C:5]([NH:13][CH2:14][C:15]2[CH:19]=[CH:18][O:17][N:16]=2)=[CH:4][C:3]=1[F:20].[NH3:21]. Given the product [Br:1][C:2]1[N:7]=[C:6]([C:8]([NH2:21])=[O:9])[C:5]([NH:13][CH2:14][C:15]2[CH:19]=[CH:18][O:17][N:16]=2)=[CH:4][C:3]=1[F:20], predict the reactants needed to synthesize it. (4) Given the product [CH:52]1([C@H:47]([NH:46][C:45]([C@@H:40]([NH:39][C:38]([C@@H:15]2[CH2:16][C@H:17]([O:19][C:20]3[C:29]4[C:24](=[CH:25][C:26]([O:30][CH3:31])=[CH:27][CH:28]=4)[N:23]=[C:22]([C:32]4[CH:33]=[CH:34][CH:35]=[CH:36][CH:37]=4)[CH:21]=3)[CH2:18][C@H:14]2[C:12]([NH:11][C@:6]2([C:4]([OH:5])=[O:3])[CH2:8][C@H:7]2[CH:9]=[CH2:10])=[O:13])=[O:59])[C:41]([CH3:43])([CH3:42])[CH3:44])=[O:58])[C:48](=[O:51])[NH:49][CH3:50])[CH2:57][CH2:56][CH2:55][CH2:54][CH2:53]1, predict the reactants needed to synthesize it. The reactants are: C([O:3][C:4]([C@@:6]1([NH:11][C:12]([C@@H:14]2[CH2:18][C@@H:17]([O:19][C:20]3[C:29]4[C:24](=[CH:25][C:26]([O:30][CH3:31])=[CH:27][CH:28]=4)[N:23]=[C:22]([C:32]4[CH:37]=[CH:36][CH:35]=[CH:34][CH:33]=4)[CH:21]=3)[CH2:16][C@H:15]2[C:38](=[O:59])[NH:39][C@H:40]([C:45](=[O:58])[NH:46][C@@H:47]([CH:52]2[CH2:57][CH2:56][CH2:55][CH2:54][CH2:53]2)[C:48](=[O:51])[NH:49][CH3:50])[C:41]([CH3:44])([CH3:43])[CH3:42])=[O:13])[CH2:8][C@H:7]1[CH:9]=[CH2:10])=[O:5])C.[Li+].[OH-].Cl. (5) Given the product [C:8]([O:7][C:6]([NH:5][CH2:4][CH2:3][CH2:2][N:16]1[CH2:15][CH2:14][N:13]([C:19]([O:21][CH2:22][C:23]2[CH:28]=[C:27]([Cl:29])[CH:26]=[C:25]([Cl:30])[CH:24]=2)=[O:20])[CH2:18][CH2:17]1)=[O:12])([CH3:11])([CH3:10])[CH3:9], predict the reactants needed to synthesize it. The reactants are: O=[CH:2][CH2:3][CH2:4][NH:5][C:6](=[O:12])[O:7][C:8]([CH3:11])([CH3:10])[CH3:9].[N:13]1([C:19]([O:21][CH2:22][C:23]2[CH:28]=[C:27]([Cl:29])[CH:26]=[C:25]([Cl:30])[CH:24]=2)=[O:20])[CH2:18][CH2:17][NH:16][CH2:15][CH2:14]1.C(O[BH-](OC(=O)C)OC(=O)C)(=O)C.[Na+].